From a dataset of Catalyst prediction with 721,799 reactions and 888 catalyst types from USPTO. Predict which catalyst facilitates the given reaction. (1) Reactant: [C:1]([N:4]1[C:12]2[C:7](=[CH:8][C:9]([N+:13]([O-])=O)=[CH:10][CH:11]=2)[CH2:6][CH2:5]1)(=[O:3])[CH3:2]. Product: [C:1]([N:4]1[C:12]2[C:7](=[CH:8][C:9]([NH2:13])=[CH:10][CH:11]=2)[CH2:6][CH2:5]1)(=[O:3])[CH3:2]. The catalyst class is: 791. (2) Reactant: [Br:1][C:2]1[CH:11]=[CH:10][C:5]([C:6]([O:8][CH3:9])=[O:7])=[CH:4][C:3]=1[OH:12].C(=O)([O-])[O-].[K+].[K+].Br[CH2:20][C:21]([CH3:23])=[CH2:22]. Product: [Br:1][C:2]1[CH:11]=[CH:10][C:5]([C:6]([O:8][CH3:9])=[O:7])=[CH:4][C:3]=1[O:12][CH2:22][C:21]([CH3:23])=[CH2:20]. The catalyst class is: 21. (3) Reactant: [CH3:1][C:2]1[C@@H:19]([O:20][C:21]([C@H:23]([OH:40])[C@@H:24]([NH:31][C:32]([C:34]2[CH:35]=[CH:36][CH:37]=[CH:38][CH:39]=2)=[O:33])[C:25]2[CH:26]=[CH:27][CH:28]=[CH:29][CH:30]=2)=[O:22])[CH2:18][C@:14]2([OH:41])[C:15]([CH3:17])([CH3:16])[C:3]=1[C@@H:4]([O:59][C:60]([CH3:62])=[O:61])[C:5]([C@@:7]1([CH3:58])[C@H:12]([C@@H:13]2[O:42][C:43]([C:45]2[CH:46]=[CH:47][CH:48]=[CH:49][CH:50]=2)=[O:44])[C@:11]2([O:53][C:54]([CH3:56])=[O:55])[CH2:51][O:52][C@@H:10]2[CH2:9][C@@H:8]1[OH:57])=[O:6].[C:63]1(=[O:70])[O:69][C:67](=[O:68])[CH2:66][CH2:65][CH2:64]1. Product: [CH3:1][C:2]1[C@@H:19]([O:20][C:21]([C@H:23]([OH:40])[C@@H:24]([NH:31][C:32]([C:34]2[CH:39]=[CH:38][CH:37]=[CH:36][CH:35]=2)=[O:33])[C:25]2[CH:26]=[CH:27][CH:28]=[CH:29][CH:30]=2)=[O:22])[CH2:18][C@:14]2([OH:41])[C:15]([CH3:16])([CH3:17])[C:3]=1[C@@H:4]([O:59][C:60]([CH3:62])=[O:61])[C:5]([C@@:7]1([CH3:58])[C@H:12]([C@@H:13]2[O:42][C:43]([C:45]2[CH:50]=[CH:49][CH:48]=[CH:47][CH:46]=2)=[O:44])[C@:11]2([O:53][C:54]([CH3:56])=[O:55])[CH2:51][O:52][C@@H:10]2[CH2:9][C@@H:8]1[OH:57])=[O:6].[C:63]([O-:69])(=[O:70])[CH2:64][CH2:65][CH2:66][C:67]([O-:6])=[O:68]. The catalyst class is: 17. (4) The catalyst class is: 8. Reactant: [NH2:1][C:2]1[CH:7]=[CH:6][CH:5]=[CH:4][C:3]=1[NH:8][CH:9]1[CH2:14][CH2:13][CH2:12][N:11]([C:15]([O:17][C:18]([CH3:21])([CH3:20])[CH3:19])=[O:16])[CH2:10]1.[N:22]#[C:23]Br.C([O-])(O)=O.[Na+]. Product: [NH:22]=[C:23]1[N:8]([CH:9]2[CH2:14][CH2:13][CH2:12][N:11]([C:15]([O:17][C:18]([CH3:21])([CH3:20])[CH3:19])=[O:16])[CH2:10]2)[C:3]2[CH:4]=[CH:5][CH:6]=[CH:7][C:2]=2[NH:1]1. (5) Reactant: [F:1][C:2]1[CH:25]=[CH:24][C:5]([O:6][CH:7]([CH2:13][C:14]2[CH:19]=[CH:18][C:17]([O:20][CH2:21][CH2:22][OH:23])=[CH:16][CH:15]=2)[C:8]([O:10][CH2:11][CH3:12])=[O:9])=[CH:4][CH:3]=1.[CH3:26][S:27](Cl)(=[O:29])=[O:28]. Product: [F:1][C:2]1[CH:25]=[CH:24][C:5]([O:6][CH:7]([CH2:13][C:14]2[CH:15]=[CH:16][C:17]([O:20][CH2:21][CH2:22][O:23][S:27]([CH3:26])(=[O:29])=[O:28])=[CH:18][CH:19]=2)[C:8]([O:10][CH2:11][CH3:12])=[O:9])=[CH:4][CH:3]=1. The catalyst class is: 66. (6) Reactant: [CH3:1][O:2][C:3]1[CH:4]=[C:5]2[C:10](=[CH:11][C:12]=1[O:13][CH2:14][CH2:15][O:16][CH3:17])[N:9]=[CH:8][N:7]=[C:6]2[NH:18][C:19]1[C:20]([CH:22]=[C:23]([O:27][C:28]2C=CC=CC=2)[C:24](=[O:26])[CH:25]=1)=[O:21].CO.C(N(CC)CC)C. Product: [CH3:28][O:27][C:23]1[C:24]([CH:25]=[C:19]([NH:18][C:6]2[C:5]3[C:10](=[CH:11][C:12]([O:13][CH2:14][CH2:15][O:16][CH3:17])=[C:3]([O:2][CH3:1])[CH:4]=3)[N:9]=[CH:8][N:7]=2)[C:20](=[O:21])[CH:22]=1)=[O:26]. The catalyst class is: 2. (7) Reactant: Br[C:2]1[CH:3]=[C:4]2[C:8](=[CH:9][CH:10]=1)[N:7]([CH:11]1[CH2:16][CH2:15][CH2:14][CH2:13][O:12]1)[N:6]=[C:5]2[C:17]1[N:22]=[C:21]([O:23][C@H:24]2[CH2:31][N:30]([C:32]([O:34][C:35]([CH3:38])([CH3:37])[CH3:36])=[O:33])[CH2:29][CH2:28][C:25]32[CH2:27][CH2:26]3)[CH:20]=[N:19][CH:18]=1.[Cl-].[C:40]([O:44][C:45](=[O:48])[CH2:46][Zn+])([CH3:43])([CH3:42])[CH3:41].CCOCC.N#N. Product: [C:40]([O:44][C:45](=[O:48])[CH2:46][C:2]1[CH:3]=[C:4]2[C:8](=[CH:9][CH:10]=1)[N:7]([CH:11]1[CH2:16][CH2:15][CH2:14][CH2:13][O:12]1)[N:6]=[C:5]2[C:17]1[N:22]=[C:21]([O:23][C@H:24]2[CH2:31][N:30]([C:32]([O:34][C:35]([CH3:37])([CH3:36])[CH3:38])=[O:33])[CH2:29][CH2:28][C:25]32[CH2:27][CH2:26]3)[CH:20]=[N:19][CH:18]=1)([CH3:43])([CH3:42])[CH3:41]. The catalyst class is: 12.